Dataset: Reaction yield outcomes from USPTO patents with 853,638 reactions. Task: Predict the reaction yield, written as a fraction of the theoretical maximum amount of product (1.0 means a 100% yield; for example, 0.34 means a 34% yield). (1) The reactants are [F:1][C:2]([F:33])([F:32])[C:3]([C:12]1[CH:28]=[CH:27][C:15]([O:16][C:17]2[CH:18]=[CH:19][C:20]([CH2:24][CH2:25][OH:26])=[N+:21]([O-])[CH:22]=2)=[C:14]([CH2:29][CH2:30][CH3:31])[CH:13]=1)([O:8][CH2:9][O:10][CH3:11])[C:4]([F:7])([F:6])[F:5]. The catalyst is C(O)(=O)C.[Zn]. The product is [F:33][C:2]([F:1])([F:32])[C:3]([C:12]1[CH:28]=[CH:27][C:15]([O:16][C:17]2[CH:18]=[CH:19][C:20]([CH2:24][CH2:25][OH:26])=[N:21][CH:22]=2)=[C:14]([CH2:29][CH2:30][CH3:31])[CH:13]=1)([O:8][CH2:9][O:10][CH3:11])[C:4]([F:7])([F:6])[F:5]. The yield is 0.900. (2) The reactants are [CH3:1][C:2]([O-:5])(C)[CH3:3].[K+].[F:7][C:8]1C=[CH:14][CH:13]=[CH:12][C:9]=1C#N.C[C:17]#[N:18].Cl. The catalyst is C(Cl)Cl.O.CCOCC. The product is [F:7][C:8]1[CH:9]=[CH:12][CH:13]=[CH:14][C:1]=1[C:2](=[O:5])[CH2:3][C:17]#[N:18]. The yield is 0.700. (3) The reactants are N([O-])=O.[Na+].N[C:6]1[CH:15]=[CH:14][C:9]([C:10]([O:12][CH3:13])=[O:11])=[C:8]([F:16])[CH:7]=1.[S:17](=[O:19])=[O:18].O.[ClH:21]. The catalyst is C(O)(=O)C.[Cu](Cl)Cl. The product is [CH3:13][O:12][C:10](=[O:11])[C:9]1[CH:14]=[CH:15][C:6]([S:17]([Cl:21])(=[O:19])=[O:18])=[CH:7][C:8]=1[F:16]. The yield is 0.550.